This data is from Full USPTO retrosynthesis dataset with 1.9M reactions from patents (1976-2016). The task is: Predict the reactants needed to synthesize the given product. (1) Given the product [Cl:1][C:2]1[CH:3]=[C:4]([CH:7]=[C:8]([O:10][C:11]2[C:19]3[N:18]=[N:17][N:16]([CH2:28][C:29](=[O:30])[C:31]4[CH:32]=[N:33][CH:34]=[CH:35][CH:36]=4)[C:15]=3[CH:14]=[CH:13][C:12]=2[Cl:20])[CH:9]=1)[C:5]#[N:6], predict the reactants needed to synthesize it. The reactants are: [Cl:1][C:2]1[CH:3]=[C:4]([CH:7]=[C:8]([O:10][C:11]2[C:19]3[N:18]=[N:17][NH:16][C:15]=3[CH:14]=[CH:13][C:12]=2[Cl:20])[CH:9]=1)[C:5]#[N:6].C(=O)([O-])[O-].[Cs+].[Cs+].Br[CH2:28][C:29]([C:31]1[CH:32]=[N:33][CH:34]=[CH:35][CH:36]=1)=[O:30]. (2) Given the product [CH3:2][C:3]1[CH:4]=[C:5]([NH:6][C:14](=[O:25])[O:15][C:16]2[CH:17]=[CH:18][C:19]([N+:22]([O-:24])=[O:23])=[CH:20][CH:21]=2)[CH:7]=[C:8]([C:10]([F:11])([F:12])[F:13])[CH:9]=1, predict the reactants needed to synthesize it. The reactants are: Cl.[CH3:2][C:3]1[CH:4]=[C:5]([CH:7]=[C:8]([C:10]([F:13])([F:12])[F:11])[CH:9]=1)[NH2:6].[C:14](Cl)(=[O:25])[O:15][C:16]1[CH:21]=[CH:20][C:19]([N+:22]([O-:24])=[O:23])=[CH:18][CH:17]=1.C(N(CC)C(C)C)(C)C.[Cl-].[NH4+]. (3) Given the product [CH2:5]([O:12][C:13]([N:15]1[CH2:20][C@H:19]([O:21][CH2:22][C:23]2[CH:24]=[CH:25][C:26]3[O:31][CH2:30][CH2:29][N:28]([CH2:32][CH2:33][CH2:34][O:35][CH3:36])[C:27]=3[CH:37]=2)[C@@H:18]([C:38]2[CH:43]=[CH:42][C:41]([CH2:44][O:45][CH2:46][C@@H:47]([CH3:51])[CH2:48][O:49][CH3:50])=[CH:40][CH:39]=2)[C@H:17]([CH2:52][NH:53][C:1](=[O:3])[CH3:2])[CH2:16]1)=[O:14])[C:6]1[CH:11]=[CH:10][CH:9]=[CH:8][CH:7]=1, predict the reactants needed to synthesize it. The reactants are: [C:1](Cl)(=[O:3])[CH3:2].[CH2:5]([O:12][C:13]([N:15]1[CH2:20][C@H:19]([O:21][CH2:22][C:23]2[CH:24]=[CH:25][C:26]3[O:31][CH2:30][CH2:29][N:28]([CH2:32][CH2:33][CH2:34][O:35][CH3:36])[C:27]=3[CH:37]=2)[C@@H:18]([C:38]2[CH:43]=[CH:42][C:41]([CH2:44][O:45][CH2:46][C@@H:47]([CH3:51])[CH2:48][O:49][CH3:50])=[CH:40][CH:39]=2)[C@H:17]([CH2:52][NH2:53])[CH2:16]1)=[O:14])[C:6]1[CH:11]=[CH:10][CH:9]=[CH:8][CH:7]=1.C(N(CC)CC)C. (4) Given the product [O:26]=[C:17]1[C:18]2[C:19](=[CH:22][CH:23]=[CH:24][CH:25]=2)[C:20](=[O:21])[N:16]1[O:1][CH:2]1[CH2:7][CH2:6][CH2:5][N:4]([C:8]([O:10][C:11]([CH3:14])([CH3:13])[CH3:12])=[O:9])[CH2:3]1, predict the reactants needed to synthesize it. The reactants are: [OH:1][CH:2]1[CH2:7][CH2:6][CH2:5][N:4]([C:8]([O:10][C:11]([CH3:14])([CH3:13])[CH3:12])=[O:9])[CH2:3]1.O[N:16]1[C:20](=[O:21])[C:19]2=[CH:22][CH:23]=[CH:24][CH:25]=[C:18]2[C:17]1=[O:26]. (5) Given the product [CH3:15][CH:16]1[N:17]([C:23]2[CH:24]=[CH:25][CH:26]=[CH:27][CH:28]=2)[CH:18]([CH3:22])[CH2:19][N:20]([C:10](=[O:12])[CH2:9][S:8][CH2:7][C:6]2[C:2]([CH3:1])=[N:3][O:4][C:5]=2[CH3:13])[CH2:21]1, predict the reactants needed to synthesize it. The reactants are: [CH3:1][C:2]1[C:6]([CH2:7][S:8][CH2:9][C:10]([OH:12])=O)=[C:5]([CH3:13])[O:4][N:3]=1.Cl.[CH3:15][CH:16]1[CH2:21][NH:20][CH2:19][CH:18]([CH3:22])[N:17]1[C:23]1[CH:28]=[CH:27][CH:26]=[CH:25][CH:24]=1.CCN(CC)CC.C(P1(=O)OP(CCC)(=O)OP(CCC)(=O)O1)CC. (6) Given the product [Cl:12][C:13]1[C:22]([C:23]2[CH:24]=[CH:25][CH:26]=[CH:27][CH:28]=2)=[C:21]([Cl:29])[C:20]2[C:15](=[CH:16][CH:17]=[C:18]([C:30]([C:32]3[N:36]([CH3:37])[C:35]([CH3:38])=[N:34][CH:33]=3)([C:6]3[N:2]([CH3:1])[N:3]=[N:4][CH:5]=3)[OH:31])[CH:19]=2)[N:14]=1, predict the reactants needed to synthesize it. The reactants are: [CH3:1][N:2]1[CH:6]=[CH:5][N:4]=[N:3]1.[Li]CCCC.[Cl:12][C:13]1[C:22]([C:23]2[CH:28]=[CH:27][CH:26]=[CH:25][CH:24]=2)=[C:21]([Cl:29])[C:20]2[C:15](=[CH:16][CH:17]=[C:18]([C:30]([C:32]3[N:36]([CH3:37])[C:35]([CH3:38])=[N:34][CH:33]=3)=[O:31])[CH:19]=2)[N:14]=1. (7) The reactants are: [Li+].[B-](CC)(CC)CC.[CH3:9][O:10][C:11]1[C:12]([O:71][CH2:72][CH2:73][CH2:74][O:75][C:76]2[C:112]([O:113][CH3:114])=[CH:111][C:79]3[C:80](=[O:110])[N:81]4[CH:96]=[C:95]([C:97]5[CH:102]=[CH:101][C:100]([N:103]6[CH2:108][CH2:107][N:106]([CH3:109])[CH2:105][CH2:104]6)=[CH:99][CH:98]=5)[CH2:94][C@H:82]4[C:83](=O)[N:84](COCC[Si](C)(C)C)[C:78]=3[CH:77]=2)=[CH:13][C:14]2[N:20](COCC[Si](C)(C)C)[C:19](=O)[C@@H:18]3[CH2:30][C:31]([C:33]4[CH:38]=[CH:37][C:36]([NH:39][C:40](=[O:68])[C@@H:41]([NH:43][C:44](=[O:67])[C@@H:45]([NH:49][C:50](=[O:66])[O:51][CH2:52][CH:53]5[C:65]6[CH:64]=[CH:63][CH:62]=[CH:61][C:60]=6[C:59]6[C:54]5=[CH:55][CH:56]=[CH:57][CH:58]=6)[CH:46]([CH3:48])[CH3:47])[CH3:42])=[CH:35][CH:34]=4)=[CH:32][N:17]3[C:16](=[O:69])[C:15]=2[CH:70]=1. Given the product [CH3:9][O:10][C:11]1[C:12]([O:71][CH2:72][CH2:73][CH2:74][O:75][C:76]2[C:112]([O:113][CH3:114])=[CH:111][C:79]3[C:80](=[O:110])[N:81]4[CH:96]=[C:95]([C:97]5[CH:98]=[CH:99][C:100]([N:103]6[CH2:108][CH2:107][N:106]([CH3:109])[CH2:105][CH2:104]6)=[CH:101][CH:102]=5)[CH2:94][C@H:82]4[CH:83]=[N:84][C:78]=3[CH:77]=2)=[CH:13][C:14]2[N:20]=[CH:19][C@@H:18]3[CH2:30][C:31]([C:33]4[CH:34]=[CH:35][C:36]([NH:39][C:40](=[O:68])[C@@H:41]([NH:43][C:44](=[O:67])[C@@H:45]([NH:49][C:50](=[O:66])[O:51][CH2:52][CH:53]5[C:54]6[CH:55]=[CH:56][CH:57]=[CH:58][C:59]=6[C:60]6[C:65]5=[CH:64][CH:63]=[CH:62][CH:61]=6)[CH:46]([CH3:47])[CH3:48])[CH3:42])=[CH:37][CH:38]=4)=[CH:32][N:17]3[C:16](=[O:69])[C:15]=2[CH:70]=1, predict the reactants needed to synthesize it. (8) The reactants are: [CH3:1][N:2]1[C:10]2[C:5](=[CH:6][CH:7]=[CH:8][CH:9]=2)[C:4]([C:11]2[C:12](=O)[O:13][C:14](=[O:31])[C:15]=2[C:16]2[CH:21]=[CH:20][CH:19]=[C:18]([O:22][CH2:23][C@@H:24]3[CH2:28][O:27][C:26]([CH3:30])([CH3:29])[O:25]3)[CH:17]=2)=[CH:3]1.C[N:34](C=O)C. Given the product [CH3:1][N:2]1[C:10]2[C:5](=[CH:6][CH:7]=[CH:8][CH:9]=2)[C:4]([C:11]2[C:12](=[O:13])[NH:34][C:14](=[O:31])[C:15]=2[C:16]2[CH:21]=[CH:20][CH:19]=[C:18]([O:22][CH2:23][C@@H:24]3[CH2:28][O:27][C:26]([CH3:29])([CH3:30])[O:25]3)[CH:17]=2)=[CH:3]1, predict the reactants needed to synthesize it. (9) Given the product [O:1]=[C:2]1[N:3]=[CH:4][C:5]([C:8]([O:10][CH2:11][CH3:12])=[O:9])=[CH:6][NH:7]1, predict the reactants needed to synthesize it. The reactants are: [O:1]=[C:2]1[NH:7][CH2:6][C:5]([C:8]([O:10][CH2:11][CH3:12])=[O:9])=[CH:4][NH:3]1.BrBr.[OH-].[Na+].C([O-])(O)=O.[Na+].